From a dataset of Forward reaction prediction with 1.9M reactions from USPTO patents (1976-2016). Predict the product of the given reaction. (1) Given the reactants [Br:1][C:2]1[CH:7]=[CH:6][C:5](I)=[C:4]([Cl:9])[C:3]=1[CH3:10].[CH2:11]([OH:14])[C:12]#[CH:13], predict the reaction product. The product is: [Br:1][C:2]1[CH:7]=[CH:6][C:5]([C:13]#[C:12][CH2:11][OH:14])=[C:4]([Cl:9])[C:3]=1[CH3:10]. (2) Given the reactants [CH2:1]([N:4]1[CH2:10][CH2:9][C:8]2[CH:11]=[CH:12][C:13]([CH2:15]O)=[CH:14][C:7]=2[CH2:6][CH2:5]1)[CH2:2][CH3:3].C(N(CC)CC)C.CS([Cl:28])(=O)=O, predict the reaction product. The product is: [Cl:28][CH2:15][C:13]1[CH:12]=[CH:11][C:8]2[CH2:9][CH2:10][N:4]([CH2:1][CH2:2][CH3:3])[CH2:5][CH2:6][C:7]=2[CH:14]=1. (3) Given the reactants [C:1](Cl)(=[O:3])[CH3:2].[CH2:5]([O:7][C:8](=[O:43])[CH:9]([NH:24][C:25]([C:27]1([NH:32][C:33](=[O:42])[CH:34]([S:38][C:39](=[O:41])[CH3:40])[CH:35]([CH3:37])[CH3:36])[CH2:31][CH2:30][CH2:29][CH2:28]1)=[O:26])[CH2:10][C:11]1[CH:12]=[N:13][C:14]([C:17]2[CH:22]=[CH:21][CH:20]=[C:19]([NH2:23])[CH:18]=2)=[CH:15][CH:16]=1)[CH3:6], predict the reaction product. The product is: [CH2:5]([O:7][C:8](=[O:43])[CH:9]([NH:24][C:25]([C:27]1([NH:32][C:33](=[O:42])[CH:34]([S:38][C:39](=[O:41])[CH3:40])[CH:35]([CH3:37])[CH3:36])[CH2:28][CH2:29][CH2:30][CH2:31]1)=[O:26])[CH2:10][C:11]1[CH:12]=[N:13][C:14]([C:17]2[CH:22]=[CH:21][CH:20]=[C:19]([NH:23][C:1](=[O:3])[CH3:2])[CH:18]=2)=[CH:15][CH:16]=1)[CH3:6]. (4) The product is: [NH2:34][C:27]1[N:28]=[C:29]([NH2:33])[C:30]([C:31]#[N:32])=[C:25]([NH:24][C@H:22]([C:13]2[N:12]=[C:11]3[C:7]([OH:6])=[CH:8][N:9]([CH3:35])[C:10]3=[CH:15][C:14]=2[N:16]2[CH2:21][CH2:20][O:19][CH2:18][CH2:17]2)[CH3:23])[N:26]=1. Given the reactants [OH-].[Na+].C([O:6][C:7]1[C:11]2=[N:12][C:13]([C@@H:22]([NH:24][C:25]3[C:30]([C:31]#[N:32])=[C:29]([NH2:33])[N:28]=[C:27]([NH2:34])[N:26]=3)[CH3:23])=[C:14]([N:16]3[CH2:21][CH2:20][O:19][CH2:18][CH2:17]3)[CH:15]=[C:10]2[N:9]([CH3:35])[CH:8]=1)(=O)C.C(=O)(O)[O-].[Na+], predict the reaction product. (5) Given the reactants [F:1][C:2]1[C:10]([O:11][C:12]2[C:21]3[C:16](=[CH:17][C:18]([O:24][CH2:25][C@@H:26]4[CH2:30][CH2:29][CH2:28][N:27]4C(OC(C)(C)C)=O)=[C:19]([O:22][CH3:23])[CH:20]=3)[N:15]=[CH:14][N:13]=2)=[CH:9][CH:8]=[C:7]2[C:3]=1[CH:4]=[C:5]([CH3:38])[NH:6]2.Cl, predict the reaction product. The product is: [F:1][C:2]1[C:10]([O:11][C:12]2[C:21]3[C:16](=[CH:17][C:18]([O:24][CH2:25][C@@H:26]4[CH2:30][CH2:29][CH2:28][NH:27]4)=[C:19]([O:22][CH3:23])[CH:20]=3)[N:15]=[CH:14][N:13]=2)=[CH:9][CH:8]=[C:7]2[C:3]=1[CH:4]=[C:5]([CH3:38])[NH:6]2.